This data is from Full USPTO retrosynthesis dataset with 1.9M reactions from patents (1976-2016). The task is: Predict the reactants needed to synthesize the given product. Given the product [Cl:1][C:2]1[C:7]([Cl:8])=[CH:6][CH:5]=[CH:4][C:3]=1[S:9]([NH:12][C:13]1[N:14]=[CH:15][C:16]([S:21][CH2:22][C@H:23]([C:25]([O:27][CH3:28])=[O:26])[NH2:24])=[N:17][C:18]=1[O:19][CH3:20])(=[O:11])=[O:10], predict the reactants needed to synthesize it. The reactants are: [Cl:1][C:2]1[C:7]([Cl:8])=[CH:6][CH:5]=[CH:4][C:3]=1[S:9]([N:12](COCC[Si](C)(C)C)[C:13]1[N:14]=[CH:15][C:16]([S:21][CH2:22][C@H:23]([C:25]([O:27][CH3:28])=[O:26])[NH2:24])=[N:17][C:18]=1[O:19][CH3:20])(=[O:11])=[O:10].